Dataset: Reaction yield outcomes from USPTO patents with 853,638 reactions. Task: Predict the reaction yield, written as a fraction of the theoretical maximum amount of product (1.0 means a 100% yield; for example, 0.34 means a 34% yield). The reactants are [CH2:1]([O:3][C:4](=[O:23])[CH:5]([C:7]1[N:8](C(OC(C)(C)C)=O)[C:9]2[C:14]([CH:15]=1)=[CH:13][CH:12]=[CH:11][CH:10]=2)[CH3:6])[CH3:2]. The catalyst is ClCCl.C(O)(C(F)(F)F)=O. The product is [NH:8]1[C:9]2[C:14](=[CH:13][CH:12]=[CH:11][CH:10]=2)[CH:15]=[C:7]1[CH:5]([CH3:6])[C:4]([O:3][CH2:1][CH3:2])=[O:23]. The yield is 0.500.